This data is from Full USPTO retrosynthesis dataset with 1.9M reactions from patents (1976-2016). The task is: Predict the reactants needed to synthesize the given product. (1) Given the product [NH:27]1[C:28]2[CH:33]=[CH:32][CH:31]=[CH:30][C:29]=2[N:25]=[C:26]1[C:34]([C:36]1[CH:37]=[CH:38][C:39]([O:40][C:41]2[N:49]=[CH:48][CH:47]=[CH:46][C:42]=2[C:43]([NH:55][CH2:52][CH2:53][C:10]2[CH:11]=[CH:12][CH:13]=[CH:14][N:15]=2)=[O:44])=[CH:50][CH:51]=1)=[O:35], predict the reactants needed to synthesize it. The reactants are: CN(C(ON1N=N[C:11]2[CH:12]=[CH:13][CH:14]=[N:15][C:10]1=2)=[N+](C)C)C.F[P-](F)(F)(F)(F)F.[NH:25]1[C:29]2[CH:30]=[CH:31][CH:32]=[CH:33][C:28]=2[N:27]=[C:26]1[C:34]([C:36]1[CH:51]=[CH:50][C:39]([O:40][C:41]2[N:49]=[CH:48][CH:47]=[CH:46][C:42]=2[C:43](O)=[O:44])=[CH:38][CH:37]=1)=[O:35].[CH:52]([N:55](C(C)C)CC)(C)[CH3:53].C1C=CC(CCN)=CC=1. (2) Given the product [C:1]([O-:6])(=[S:5])[CH:2]([CH3:4])[OH:3].[Cu+2:12].[C:1]([O-:6])(=[S:5])[CH:2]([CH3:4])[OH:3], predict the reactants needed to synthesize it. The reactants are: [C:1]([OH:6])(=[S:5])[CH:2]([CH3:4])[OH:3].O.O.O.O.O.[Cu+2:12]. (3) Given the product [CH:1]1([N:6]2[CH2:12][C:11]([F:13])([F:14])[C:10](=[O:15])[N:9]([CH3:16])[C:8]3[CH:17]=[N:18][C:19]([NH:21][C:22]4[CH:30]=[CH:29][C:25]([C:26]([NH:64][CH:61]5[CH2:62][CH2:63][N:58]([CH3:57])[CH2:59][CH2:60]5)=[O:28])=[CH:24][C:23]=4[CH2:31][CH3:32])=[N:20][C:7]2=3)[CH2:2][CH2:3][CH2:4][CH2:5]1, predict the reactants needed to synthesize it. The reactants are: [CH:1]1([N:6]2[CH2:12][C:11]([F:14])([F:13])[C:10](=[O:15])[N:9]([CH3:16])[C:8]3[CH:17]=[N:18][C:19]([NH:21][C:22]4[CH:30]=[CH:29][C:25]([C:26]([OH:28])=O)=[CH:24][C:23]=4[CH2:31][CH3:32])=[N:20][C:7]2=3)[CH2:5][CH2:4][CH2:3][CH2:2]1.CN(C(ON1N=NC2C=CC=NC1=2)=[N+](C)C)C.F[P-](F)(F)(F)(F)F.[CH3:57][N:58]1[CH2:63][CH2:62][CH:61]([NH2:64])[CH2:60][CH2:59]1. (4) Given the product [CH2:35]([N:24]1[CH2:25][CH2:26][N:21]([C@H:18]2[CH2:19][CH2:20][N:15]([C:13]([C:5]3[CH:6]=[C:7]([C:9]([F:10])([F:11])[F:12])[CH:8]=[C:3]([C:2]([F:33])([F:1])[F:34])[CH:4]=3)=[O:14])[CH2:16][C@H:17]2[C:27]2[CH:32]=[CH:31][CH:30]=[CH:29][CH:28]=2)[CH2:22][CH2:23]1)[C:36]1[CH:41]=[CH:40][CH:39]=[CH:38][CH:37]=1, predict the reactants needed to synthesize it. The reactants are: [F:1][C:2]([F:34])([F:33])[C:3]1[CH:4]=[C:5]([C:13]([N:15]2[CH2:20][CH2:19][C@H:18]([N:21]3[CH2:26][CH2:25][NH:24][CH2:23][CH2:22]3)[C@H:17]([C:27]3[CH:32]=[CH:31][CH:30]=[CH:29][CH:28]=3)[CH2:16]2)=[O:14])[CH:6]=[C:7]([C:9]([F:12])([F:11])[F:10])[CH:8]=1.[CH2:35](Br)[C:36]1[CH:41]=[CH:40][CH:39]=[CH:38][CH:37]=1.